From a dataset of Reaction yield outcomes from USPTO patents with 853,638 reactions. Predict the reaction yield, written as a fraction of the theoretical maximum amount of product (1.0 means a 100% yield; for example, 0.34 means a 34% yield). (1) The reactants are C([Li])CCC.[F:6][C:7]([F:19])([F:18])[C:8]([C:14]([F:17])([F:16])[F:15])([OH:13])[CH2:9][CH2:10][CH2:11][OH:12].[C:20](Cl)(=[O:24])[C:21]([CH3:23])=[CH2:22]. The catalyst is C1COCC1.C(OCC)C. The product is [C:20]([O:12][CH2:11][CH2:10][CH2:9][C:8]([C:14]([F:15])([F:16])[F:17])([OH:13])[C:7]([F:18])([F:19])[F:6])(=[O:24])[C:21]([CH3:23])=[CH2:22]. The yield is 0.790. (2) The reactants are [CH:1]([N:4]=[C:5]=[O:6])([CH3:3])[CH3:2].[CH:7]1([O:12][C:13]2[CH:14]=[C:15]([C:21]3[CH:22]=[N:23][C:24]([N:27]4[C:31]5[CH:32]=[CH:33][CH:34]=[CH:35][C:30]=5[NH:29][C:28]4=[O:36])=[N:25][CH:26]=3)[CH:16]=[CH:17][C:18]=2[O:19][CH3:20])[CH2:11][CH2:10][CH2:9][CH2:8]1. The catalyst is CN(C)C1C=CN=CC=1.ClCCl. The product is [CH:7]1([O:12][C:13]2[CH:14]=[C:15]([C:21]3[CH:22]=[N:23][C:24]([N:27]4[C:31]5[CH:32]=[CH:33][CH:34]=[CH:35][C:30]=5[N:29]([C:5]([NH:4][CH:1]([CH3:3])[CH3:2])=[O:6])[C:28]4=[O:36])=[N:25][CH:26]=3)[CH:16]=[CH:17][C:18]=2[O:19][CH3:20])[CH2:11][CH2:10][CH2:9][CH2:8]1. The yield is 0.300. (3) The reactants are [ClH:1].[CH2:2]1[C:11]2[C:6](=[CH:7][CH:8]=[CH:9][CH:10]=2)[CH2:5][CH2:4][N:3]1[S:12]([CH2:15][CH:16]([N:23]([OH:26])[CH:24]=[O:25])[C:17]1[CH:18]=[N:19][CH:20]=[CH:21][CH:22]=1)(=[O:14])=[O:13]. The catalyst is O1CCOCC1. The product is [ClH:1].[CH2:2]1[C:11]2[C:6](=[CH:7][CH:8]=[CH:9][CH:10]=2)[CH2:5][CH2:4][N:3]1[S:12]([CH2:15][CH:16]([N:23]([OH:26])[CH:24]=[O:25])[C:17]1[CH:18]=[N:19][CH:20]=[CH:21][CH:22]=1)(=[O:13])=[O:14]. The yield is 0.400. (4) The reactants are [F:1][C:2]1[CH:7]=[CH:6][C:5]([O:8][C:9](=[O:34])[N:10]([C@H:13]2[C@H:17]([C:18]3[CH:23]=[CH:22][C:21]([Cl:24])=[C:20]([F:25])[CH:19]=3)[CH2:16][N:15]([C:26]([CH:28]3[CH2:33][CH2:32][NH:31][CH2:30][CH2:29]3)=[O:27])[CH2:14]2)[CH2:11][CH3:12])=[CH:4][CH:3]=1.CCN(C(C)C)C(C)C.[S:44](Cl)([CH3:47])(=[O:46])=[O:45]. The catalyst is CN(C=O)C. The product is [F:1][C:2]1[CH:7]=[CH:6][C:5]([O:8][C:9](=[O:34])[N:10]([C@H:13]2[C@H:17]([C:18]3[CH:23]=[CH:22][C:21]([Cl:24])=[C:20]([F:25])[CH:19]=3)[CH2:16][N:15]([C:26]([CH:28]3[CH2:33][CH2:32][N:31]([S:44]([CH3:47])(=[O:46])=[O:45])[CH2:30][CH2:29]3)=[O:27])[CH2:14]2)[CH2:11][CH3:12])=[CH:4][CH:3]=1. The yield is 0.430.